Dataset: Peptide-MHC class II binding affinity with 134,281 pairs from IEDB. Task: Regression. Given a peptide amino acid sequence and an MHC pseudo amino acid sequence, predict their binding affinity value. This is MHC class II binding data. The peptide sequence is GETLLRAVESYLLAH. The MHC is DRB1_1201 with pseudo-sequence DRB1_1201. The binding affinity (normalized) is 0.551.